From a dataset of Catalyst prediction with 721,799 reactions and 888 catalyst types from USPTO. Predict which catalyst facilitates the given reaction. (1) Reactant: [C:1]([O:5][C:6]([N:8]1[CH2:13][CH:12]=[C:11]([C:14]2[CH:19]=[CH:18][C:17]([Br:20])=[CH:16][CH:15]=2)[CH2:10][CH2:9]1)=[O:7])([CH3:4])([CH3:3])[CH3:2].B.[OH-:22].[Na+].OO. Product: [C:1]([O:5][C:6]([N:8]1[CH2:9][CH2:10][C@H:11]([C:14]2[CH:19]=[CH:18][C:17]([Br:20])=[CH:16][CH:15]=2)[C@@H:12]([OH:22])[CH2:13]1)=[O:7])([CH3:4])([CH3:2])[CH3:3]. The catalyst class is: 1. (2) Reactant: [Br:1][C:2]1[CH:8]=[CH:7][C:5]([NH2:6])=[C:4]([F:9])[CH:3]=1.[Li]N([Si](C)(C)C)[Si](C)(C)C.[C:20](O[C:20]([O:22][C:23]([CH3:26])([CH3:25])[CH3:24])=[O:21])([O:22][C:23]([CH3:26])([CH3:25])[CH3:24])=[O:21]. Product: [Br:1][C:2]1[CH:8]=[CH:7][C:5]([C:20]([O:22][C:23]([CH3:26])([CH3:25])[CH3:24])=[O:21])([NH2:6])[CH:4]([F:9])[CH:3]=1. The catalyst class is: 1. (3) Reactant: Br[C:2]1[CH:7]=[CH:6][C:5]([F:8])=[CH:4][N:3]=1.[NH2:9][C:10]1[CH:17]=[CH:16][CH:15]=[CH:14][C:11]=1[C:12]#N.[Li]CCCC.Cl.[OH-:24].[Na+]. Product: [NH2:9][C:10]1[CH:17]=[CH:16][CH:15]=[CH:14][C:11]=1[C:12]([C:2]1[CH:7]=[CH:6][C:5]([F:8])=[CH:4][N:3]=1)=[O:24]. The catalyst class is: 11. (4) Reactant: [NH:1]1[C:9]2[C:4](=[CH:5][CH:6]=[CH:7][CH:8]=2)[C:3]([CH2:10][CH2:11][C:12](O)=O)=[CH:2]1.[CH3:15][NH:16][C:17]1[CH:22]=[CH:21][CH:20]=[CH:19][C:18]=1[NH2:23]. Product: [NH:1]1[C:9]2[C:4](=[CH:5][CH:6]=[CH:7][CH:8]=2)[C:3]([CH2:10][CH2:11][C:12]2[N:16]([CH3:15])[C:17]3[CH:22]=[CH:21][CH:20]=[CH:19][C:18]=3[N:23]=2)=[CH:2]1. The catalyst class is: 22. (5) Reactant: C(OC([N:8]1[CH2:12][CH2:11][CH:10]([O:13][C:14](=[O:16])[CH3:15])[CH:9]1[CH2:17][C:18]1[C:26]2[C:21](=[CH:22][CH:23]=[CH:24][CH:25]=2)[NH:20][C:19]=1[Br:27])=O)(C)(C)C.C(O)(C(F)(F)F)=O. Product: [Br:27][C:19]1[NH:20][C:21]2[C:26]([C:18]=1[CH2:17][CH:9]1[CH:10]([O:13][C:14](=[O:16])[CH3:15])[CH2:11][CH2:12][NH:8]1)=[CH:25][CH:24]=[CH:23][CH:22]=2. The catalyst class is: 2. (6) Reactant: CO[C:3]([C@H:5]1[N:9]2[C:10](=[O:29])[CH:11]=[C:12]([CH2:22][CH2:23][CH2:24][CH2:25][CH2:26][CH2:27][CH3:28])[C:13]([C:14]3[CH:19]=[CH:18][C:17]([F:20])=[C:16]([F:21])[CH:15]=3)=[C:8]2[S:7][CH2:6]1)=[O:4].C1(N=C=NC2CCCCC2)CCCCC1.ON1C2C=CC=CC=2N=N1.[NH2:55][CH2:56][CH2:57][C:58]#[N:59]. Product: [C:56]([CH2:57][CH2:58][NH:59][C:3]([C@H:5]1[N:9]2[C:10](=[O:29])[CH:11]=[C:12]([CH2:22][CH2:23][CH2:24][CH2:25][CH2:26][CH2:27][CH3:28])[C:13]([C:14]3[CH:19]=[CH:18][C:17]([F:20])=[C:16]([F:21])[CH:15]=3)=[C:8]2[S:7][CH2:6]1)=[O:4])#[N:55]. The catalyst class is: 3. (7) Reactant: [CH:1]1[N:9]2[C:4]([C:5]3([CH2:18][CH2:17][N:16]([C:19]([O:21][C:22]([CH3:25])([CH3:24])[CH3:23])=[O:20])[CH2:15][CH2:14]3)[O:6][C:7]3[CH:13]=[CH:12][CH:11]=[CH:10][C:8]=32)=[CH:3][CH:2]=1.[F:26][C:27]([F:42])([F:41])[S+]1C2C=CC=CC=2C2C=CC=CC1=2.[F:26][C:27]([F:42])([F:41])S([O-])(=O)=O.C([O-])([O-])=O.[K+].[K+]. Product: [F:26][C:27]([F:42])([F:41])[C:1]1[N:9]2[C:8]3[CH:10]=[CH:11][CH:12]=[CH:13][C:7]=3[O:6][C:5]3([CH2:18][CH2:17][N:16]([C:19]([O:21][C:22]([CH3:25])([CH3:24])[CH3:23])=[O:20])[CH2:15][CH2:14]3)[C:4]2=[CH:3][CH:2]=1. The catalyst class is: 9. (8) Reactant: C([O:3][C:4]([C:6]1([C:9]2[CH:14]=[CH:13][C:12]([C:15]3[CH:20]=[CH:19][C:18]([C:21]4[O:25][N:24]=[C:23]([CH3:26])[C:22]=4[CH2:27][OH:28])=[CH:17][CH:16]=3)=[CH:11][CH:10]=2)[CH2:8][CH2:7]1)=[O:5])C.[CH2:29](Br)[C:30]1[CH:35]=[CH:34][CH:33]=[CH:32][CH:31]=1.[H-].[Na+]. Product: [CH2:29]([O:28][CH2:27][C:22]1[C:23]([CH3:26])=[N:24][O:25][C:21]=1[C:18]1[CH:19]=[CH:20][C:15]([C:12]2[CH:13]=[CH:14][C:9]([C:6]3([C:4]([OH:3])=[O:5])[CH2:7][CH2:8]3)=[CH:10][CH:11]=2)=[CH:16][CH:17]=1)[C:30]1[CH:35]=[CH:34][CH:33]=[CH:32][CH:31]=1. The catalyst class is: 12. (9) Reactant: C(OCCOC1C=CC([C:15]2[CH:16]=[CH:17][C:18]3[N:25](CC4C=NN(C)C=4)[CH2:24][CH2:23][CH2:22][C:21]([C:33]([OH:35])=O)=[CH:20][C:19]=3[CH:36]=2)=CC=1)CCC.C[N:38](C=O)C.C(Cl)(=O)C(Cl)=O.[CH2:48]([N:51]1[C:55]([CH2:56][S:57]([C:59]2[CH:65]=[CH:64][C:62](N)=[CH:61][CH:60]=2)=[O:58])=[CH:54][N:53]=[CH:52]1)[CH2:49][CH3:50]. Product: [CH2:48]([N:51]1[C:55]([CH2:56][S:57]([C:59]2[CH:60]=[CH:61][C:62]([CH:22]3[C:21]([C:33]([NH2:38])=[O:35])=[CH:20][C:19]4[CH:36]=[CH:15][CH:16]=[CH:17][C:18]=4[NH:25][CH2:24][CH2:23]3)=[CH:64][CH:65]=2)=[O:58])=[CH:54][N:53]=[CH:52]1)[CH2:49][CH3:50]. The catalyst class is: 884. (10) Reactant: C(OC([N:11]1[CH2:16][CH2:15][N:14]([C:17]([NH:19][CH:20]2[CH2:25][CH2:24][N:23]([C:26]3[CH:31]=[CH:30][C:29]([C:32](=[O:42])[NH:33][CH2:34][CH2:35][N:36]4[CH2:41][CH2:40][O:39][CH2:38][CH2:37]4)=[CH:28][CH:27]=3)[CH2:22][CH2:21]2)=[O:18])[CH2:13][CH2:12]1)=O)C1C=CC=CC=1.[H][H].C(Cl)(Cl)Cl. Product: [O:39]1[CH2:40][CH2:41][N:36]([CH2:35][CH2:34][NH:33][C:32]([C:29]2[CH:30]=[CH:31][C:26]([N:23]3[CH2:22][CH2:21][CH:20]([NH:19][C:17]([N:14]4[CH2:13][CH2:12][NH:11][CH2:16][CH2:15]4)=[O:18])[CH2:25][CH2:24]3)=[CH:27][CH:28]=2)=[O:42])[CH2:37][CH2:38]1. The catalyst class is: 403.